This data is from Forward reaction prediction with 1.9M reactions from USPTO patents (1976-2016). The task is: Predict the product of the given reaction. (1) Given the reactants [NH2:1][C@@H:2]1[CH2:6][CH2:5][C@H:4]([NH:7][C:8](=[O:16])[C:9]2[CH:14]=[CH:13][C:12]([F:15])=[CH:11][CH:10]=2)[CH2:3]1.Cl[C:18]1[CH:23]=[CH:22][CH:21]=[C:20]([CH3:24])[N:19]=1.C([O-])(O)=O.[Na+], predict the reaction product. The product is: [F:15][C:12]1[CH:11]=[CH:10][C:9]([C:8]([NH:7][C@H:4]2[CH2:5][CH2:6][C@@H:2]([NH:1][C:18]3[CH:23]=[CH:22][CH:21]=[C:20]([CH3:24])[N:19]=3)[CH2:3]2)=[O:16])=[CH:14][CH:13]=1. (2) Given the reactants [Cl-].[Cl-].[Cl-].[Al+3].[Cl:5][CH2:6][C:7](Cl)=[O:8].[CH3:10][C:11]1[CH:16]=[CH:15][C:14]([CH3:17])=[CH:13][C:12]=1[OH:18], predict the reaction product. The product is: [Cl:5][CH2:6][C:7]([C:15]1[CH:16]=[C:11]([CH3:10])[C:12]([OH:18])=[CH:13][C:14]=1[CH3:17])=[O:8]. (3) Given the reactants [F:1][C:2]1[CH:7]=[CH:6][C:5]([CH3:8])=[CH:4][C:3]=1[O:9][C:10](=[O:17])[C:11]1[CH:16]=[CH:15][CH:14]=[CH:13][CH:12]=1.[Br:18]N1C(=O)CCC1=O.C(OOC(=O)C1C=CC=CC=1)(=O)C1C=CC=CC=1.O, predict the reaction product. The product is: [Br:18][CH2:8][C:5]1[CH:6]=[CH:7][C:2]([F:1])=[C:3]([O:9][C:10](=[O:17])[C:11]2[CH:12]=[CH:13][CH:14]=[CH:15][CH:16]=2)[CH:4]=1. (4) Given the reactants [CH:1]1([CH2:4][N:5]([CH3:28])[C:6]2[CH:11]=[CH:10][C:9]([S:12]([CH3:15])(=[O:14])=[O:13])=[CH:8][C:7]=2[C:16]2[C:24]3[C:19](=[C:20]([O:25]C)[N:21]=[CH:22][CH:23]=3)[N:18]([CH3:27])[CH:17]=2)[CH2:3][CH2:2]1.Cl.O1CCOCC1, predict the reaction product. The product is: [CH:1]1([CH2:4][N:5]([CH3:28])[C:6]2[CH:11]=[CH:10][C:9]([S:12]([CH3:15])(=[O:14])=[O:13])=[CH:8][C:7]=2[C:16]2[C:24]3[CH:23]=[CH:22][NH:21][C:20](=[O:25])[C:19]=3[N:18]([CH3:27])[CH:17]=2)[CH2:3][CH2:2]1. (5) Given the reactants [CH3:1][C:2]1[C:13]([O:14]C2CCCCO2)=[CH:12][C:5]2[CH:6]=[C:7]([C:9](=[O:11])[CH3:10])[O:8][C:4]=2[C:3]=1[CH3:21].[Br:22]Br, predict the reaction product. The product is: [Br:22][C:6]1[C:5]2[CH:12]=[C:13]([OH:14])[C:2]([CH3:1])=[C:3]([CH3:21])[C:4]=2[O:8][C:7]=1[C:9](=[O:11])[CH3:10].